From a dataset of Catalyst prediction with 721,799 reactions and 888 catalyst types from USPTO. Predict which catalyst facilitates the given reaction. (1) Reactant: [Cl:1][C:2]1[N:7]=[N:6][C:5]([NH:8][CH2:9][C:10]([C:13]2[CH:18]=[CH:17][C:16]([F:19])=[CH:15][CH:14]=2)([CH3:12])[CH3:11])=[C:4]([C:20]([NH2:22])=O)[CH:3]=1. Product: [Cl:1][C:2]1[N:7]=[N:6][C:5]([NH:8][CH2:9][C:10]([C:13]2[CH:14]=[CH:15][C:16]([F:19])=[CH:17][CH:18]=2)([CH3:12])[CH3:11])=[C:4]([C:20]#[N:22])[CH:3]=1. The catalyst class is: 265. (2) Reactant: [CH3:1][C@@H:2]1[CH2:10][C:5]2([O:9][CH2:8][CH2:7][O:6]2)[CH2:4][C@@H:3]1[C:11]1[N:15]2[C:16]3[CH:22]=[CH:21][NH:20][C:17]=3[N:18]=[CH:19][C:14]2=[N:13][N:12]=1.[H-].[Na+].[CH3:25][Si:26]([CH2:29][CH2:30][O:31][CH2:32]Cl)([CH3:28])[CH3:27].O. Product: [CH3:1][C@@H:2]1[CH2:10][C:5]2([O:9][CH2:8][CH2:7][O:6]2)[CH2:4][C@@H:3]1[C:11]1[N:15]2[C:16]3[CH:22]=[CH:21][N:20]([CH2:32][O:31][CH2:30][CH2:29][Si:26]([CH3:28])([CH3:27])[CH3:25])[C:17]=3[N:18]=[CH:19][C:14]2=[N:13][N:12]=1. The catalyst class is: 31. (3) Reactant: B.C1C[O:5]CC1.[CH3:7][O:8][C:9]1[CH:14]=[CH:13][C:12]([N:15]2[CH2:20][CH2:19][N:18]([C:21]3[C:22]([CH3:35])=[C:23]([CH3:34])[C:24]4[O:28][C:27]([CH3:30])([CH3:29])[C:26](=[CH2:31])[C:25]=4[C:32]=3[CH3:33])[CH2:17][CH2:16]2)=[CH:11][CH:10]=1.[H][H].[OH-].[Na+].O.OO. Product: [CH3:7][O:8][C:9]1[CH:10]=[CH:11][C:12]([N:15]2[CH2:20][CH2:19][N:18]([C:21]3[C:22]([CH3:35])=[C:23]([CH3:34])[C:24]4[O:28][C:27]([CH3:29])([CH3:30])[CH:26]([CH2:31][OH:5])[C:25]=4[C:32]=3[CH3:33])[CH2:17][CH2:16]2)=[CH:13][CH:14]=1. The catalyst class is: 20.